Dataset: Drug-target binding data from BindingDB using Ki measurements. Task: Regression. Given a target protein amino acid sequence and a drug SMILES string, predict the binding affinity score between them. We predict pKi (pKi = -log10(Ki in M); higher means stronger inhibition). Dataset: bindingdb_ki. (1) The small molecule is O=C(Nc1ccc(Cl)c(C(F)(F)F)c1)[C@H]1CC=C[C@H]2CCN(Cc3ccccc3)C(=O)[C@@H]12. The target protein sequence is MDSPIQIFRGEPGPTCAPSACLPPNSSAWFPGWAEPDSNGSAGSEDAQLEPAHISPAIPVIITAVYSVVFVVGLVGNSLVMFVIIRYTKMKTATNIYIFNLALADALVTTTMPFQSTVYLMNSWPFGDVLCKIVASIDYYNMFTSIFTLTMMSVDRYIAVCHPVKALDFRTPLKAKIINICIWLLSSSVGISAIVLGGTKVREDVDVIECSLQFPDDDYSWWDLFMKICVFIFAFVIPVLIIIVCYTLMILRLKSVRLLSGSREKDRNLRRITRLVLVVVAVFVVCWTPIHIFILVEALGSTSHSTAALSSYYFCIALGYTNSSLNPILYAFLDENFKRCFRDFCFPLKMRMERQSTSRVRNTVQDPAYLRDIDGMNKPV. The pKi is 6.7. (2) The drug is COc1cc2c(cc1-c1c(C)noc1C)[nH]c1nc(C)nc(-c3cccc(C(C)(C)O)c3)c12. The target protein sequence is KHAAYAWPFYKPVDAEALELHDYHDIIKHPMDLSTVKRKMDGREYPDAQGFAADVRLMFSNCYKYNPPDHEVV. The pKi is 8.3.